From a dataset of NCI-60 drug combinations with 297,098 pairs across 59 cell lines. Regression. Given two drug SMILES strings and cell line genomic features, predict the synergy score measuring deviation from expected non-interaction effect. (1) Drug 1: C1CC(C1)(C(=O)O)C(=O)O.[NH2-].[NH2-].[Pt+2]. Drug 2: C1=CC=C(C(=C1)C(C2=CC=C(C=C2)Cl)C(Cl)Cl)Cl. Cell line: CCRF-CEM. Synergy scores: CSS=28.1, Synergy_ZIP=-5.23, Synergy_Bliss=-0.438, Synergy_Loewe=-13.1, Synergy_HSA=-3.86. (2) Drug 1: C1=CC(=CC=C1CC(C(=O)O)N)N(CCCl)CCCl.Cl. Drug 2: COCCOC1=C(C=C2C(=C1)C(=NC=N2)NC3=CC=CC(=C3)C#C)OCCOC.Cl. Cell line: SF-295. Synergy scores: CSS=18.8, Synergy_ZIP=-4.52, Synergy_Bliss=2.03, Synergy_Loewe=1.37, Synergy_HSA=2.04. (3) Drug 1: CC(C)NC(=O)C1=CC=C(C=C1)CNNC.Cl. Drug 2: C(CN)CNCCSP(=O)(O)O. Cell line: SF-295. Synergy scores: CSS=6.80, Synergy_ZIP=15.7, Synergy_Bliss=18.9, Synergy_Loewe=-3.53, Synergy_HSA=-4.02. (4) Drug 1: C(=O)(N)NO. Cell line: RXF 393. Synergy scores: CSS=9.09, Synergy_ZIP=3.44, Synergy_Bliss=0.969, Synergy_Loewe=-63.8, Synergy_HSA=-3.84. Drug 2: B(C(CC(C)C)NC(=O)C(CC1=CC=CC=C1)NC(=O)C2=NC=CN=C2)(O)O.